The task is: Predict the product of the given reaction.. This data is from Forward reaction prediction with 1.9M reactions from USPTO patents (1976-2016). (1) The product is: [CH:3]1([NH:6][C:7]([NH:9][C:10]2[CH:15]=[CH:14][C:13]([O:16][C:17]3[CH:22]=[CH:21][N:20]=[C:19]4[CH:23]=[C:24]([C:26]5[CH2:27][CH2:28][NH:29][CH2:30][CH:31]=5)[S:25][C:18]=34)=[C:12]([F:32])[CH:11]=2)=[O:8])[CH2:5][CH2:4]1. Given the reactants Cl.Cl.[CH:3]1([NH:6][C:7]([NH:9][C:10]2[CH:15]=[CH:14][C:13]([O:16][C:17]3[CH:22]=[CH:21][N:20]=[C:19]4[CH:23]=[C:24]([C:26]5[CH2:27][CH2:28][NH:29][CH2:30][CH:31]=5)[S:25][C:18]=34)=[C:12]([F:32])[CH:11]=2)=[O:8])[CH2:5][CH2:4]1.C([O-])(O)=O.[Na+], predict the reaction product. (2) Given the reactants C(OC(=O)[NH:7][CH2:8][CH:9]([NH:16][C:17](=[O:41])[C:18]1[CH:23]=[CH:22][C:21]([Cl:24])=[C:20]([NH:25][C:26]([C:28]2[C:39](=[O:40])[NH:38][C:31]3[N:32]=[C:33]([S:36][CH3:37])[N:34]=[CH:35][C:30]=3[CH:29]=2)=[O:27])[CH:19]=1)[C:10]1[CH:15]=[CH:14][CH:13]=[CH:12][CH:11]=1)(C)(C)C.Cl.O1CCOCC1, predict the reaction product. The product is: [NH2:7][CH2:8][CH:9]([NH:16][C:17]([C:18]1[CH:23]=[CH:22][C:21]([Cl:24])=[C:20]([NH:25][C:26]([C:28]2[C:39](=[O:40])[NH:38][C:31]3[N:32]=[C:33]([S:36][CH3:37])[N:34]=[CH:35][C:30]=3[CH:29]=2)=[O:27])[CH:19]=1)=[O:41])[C:10]1[CH:11]=[CH:12][CH:13]=[CH:14][CH:15]=1. (3) Given the reactants C(O)(=O)CC(CC(O)=O)(C(O)=O)O.CO[CH:16]([O:24]C)[CH2:17][C:18]1[CH:23]=[CH:22][CH:21]=[CH:20][CH:19]=1.[CH:26]#[N:27], predict the reaction product. The product is: [OH:24][C@H:16]([CH2:17][C:18]1[CH:19]=[CH:20][CH:21]=[CH:22][CH:23]=1)[C:26]#[N:27].